Dataset: Forward reaction prediction with 1.9M reactions from USPTO patents (1976-2016). Task: Predict the product of the given reaction. (1) Given the reactants [CH2:1]=[CH:2]C=C.C([CH:9]=[CH:10][C:11]1[CH:16]=[CH:15][CH:14]=[CH:13][CH:12]=1)(C)(C)C, predict the reaction product. The product is: [CH:1]([C:16]1[CH:15]=[CH:14][CH:13]=[CH:12][C:11]=1[CH:10]=[CH2:9])=[CH2:2]. (2) Given the reactants Br[C:2]1[S:6][N:5]=[C:4]([C:7]([N:9]2[CH2:13][CH2:12][CH2:11][CH:10]2[C:14]2[CH:19]=[CH:18][C:17]([F:20])=[CH:16][CH:15]=2)=[O:8])[CH:3]=1.C(OC([N:28]1[CH:32]=[C:31](B2OC(C)(C)C(C)(C)O2)[CH:30]=[N:29]1)=O)(C)(C)C.C(=O)([O-])[O-].[Cs+].[Cs+].O, predict the reaction product. The product is: [F:20][C:17]1[CH:18]=[CH:19][C:14]([CH:10]2[CH2:11][CH2:12][CH2:13][N:9]2[C:7]([C:4]2[CH:3]=[C:2]([C:31]3[CH:32]=[N:28][NH:29][CH:30]=3)[S:6][N:5]=2)=[O:8])=[CH:15][CH:16]=1. (3) The product is: [NH2:17][C:3]1[C:2]([Cl:1])=[C:9]([N:10]2[CH2:15][CH2:14][N:13]([C:21]([O:23][C:24]([CH3:27])([CH3:26])[CH3:25])=[O:20])[CH2:12][C:11]2=[O:16])[CH:8]=[C:5]([C:6]#[N:7])[CH:4]=1. Given the reactants [Cl:1][C:2]1[C:9]([N:10]2[CH2:15][CH2:14][NH:13][CH2:12][C:11]2=[O:16])=[CH:8][C:5]([C:6]#[N:7])=[CH:4][C:3]=1[N+:17]([O-])=O.[O:20](C(OC(C)(C)C)=O)[C:21]([O:23][C:24]([CH3:27])([CH3:26])[CH3:25])=O, predict the reaction product.